This data is from Full USPTO retrosynthesis dataset with 1.9M reactions from patents (1976-2016). The task is: Predict the reactants needed to synthesize the given product. Given the product [Cl:48][C:43]1[CH:44]=[C:45]2[C:40](=[CH:41][CH:42]=1)[CH:39]=[C:38]([S:35]([CH2:34][C@@H:15]([NH:14][C:8](=[O:10])[CH3:9])[C:16]([N:18]1[CH2:19][CH2:20][CH:21]([N:24]3[CH2:28][C:27]4=[CH:29][N:30]=[C:31]([CH3:32])[N:26]4[C:25]3=[O:33])[CH2:22][CH2:23]1)=[O:17])(=[O:36])=[O:37])[CH:47]=[CH:46]2, predict the reactants needed to synthesize it. The reactants are: C(N(CC)CC)C.[C:8](Cl)(=[O:10])[CH3:9].Cl.Cl.[NH2:14][C@H:15]([CH2:34][S:35]([C:38]1[CH:47]=[CH:46][C:45]2[C:40](=[CH:41][CH:42]=[C:43]([Cl:48])[CH:44]=2)[CH:39]=1)(=[O:37])=[O:36])[C:16]([N:18]1[CH2:23][CH2:22][CH:21]([N:24]2[CH2:28][C:27]3=[CH:29][N:30]=[C:31]([CH3:32])[N:26]3[C:25]2=[O:33])[CH2:20][CH2:19]1)=[O:17].C(=O)([O-])O.[Na+].